Dataset: Forward reaction prediction with 1.9M reactions from USPTO patents (1976-2016). Task: Predict the product of the given reaction. (1) Given the reactants [NH2:1][C:2]1[N:10]=[C:9]2[C:5]([N:6]=[CH:7][N:8]2[CH2:11][CH2:12]O)=[CH:4][N:3]=1.[Br:14]P(Br)(C1C=CC=CC=1)(C1C=CC=CC=1)C1C=CC=CC=1.O.[OH-].[Na+], predict the reaction product. The product is: [NH2:1][C:2]1[N:10]=[C:9]2[C:5]([N:6]=[CH:7][N:8]2[CH2:11][CH2:12][Br:14])=[CH:4][N:3]=1. (2) Given the reactants [F:1][C:2]1[CH:3]=[C:4]([C@H:8]2[CH2:12][CH2:11][C@@H:10]([CH2:13][OH:14])[N:9]2[C:15]2[CH:20]=[CH:19][N:18]3[N:21]=[CH:22][C:23]([C:24]([O:26]CC)=[O:25])=[C:17]3[N:16]=2)[CH:5]=[N:6][CH:7]=1.[OH-].[Na+].Cl.O1CCOCC1, predict the reaction product. The product is: [F:1][C:2]1[CH:3]=[C:4]([C@H:8]2[CH2:12][CH2:11][C@@H:10]([CH2:13][OH:14])[N:9]2[C:15]2[CH:20]=[CH:19][N:18]3[N:21]=[CH:22][C:23]([C:24]([OH:26])=[O:25])=[C:17]3[N:16]=2)[CH:5]=[N:6][CH:7]=1. (3) Given the reactants [CH3:1][O:2][C:3]1[CH:4]=[CH:5][C:6]([C@H:9]2[CH2:11][C@@H:10]2[CH2:12][O:13][C:14]2[C:19]([C:20]([NH2:22])=[O:21])=[CH:18][N:17]=[C:16]([CH3:23])[N:15]=2)=[N:7][CH:8]=1.Cl.NO.O1CCOCC1.[OH-].[Na+].[CH3:35][N:36](C(OC)OC)C, predict the reaction product. The product is: [CH3:1][O:2][C:3]1[CH:4]=[CH:5][C:6]([C@H:9]2[CH2:11][C@@H:10]2[CH2:12][O:13][C:14]2[C:19]([C:20]3[O:21][N:36]=[CH:35][N:22]=3)=[CH:18][N:17]=[C:16]([CH3:23])[N:15]=2)=[N:7][CH:8]=1. (4) Given the reactants [CH2:1]([O:8][C:9]1[C:14]([F:15])=[C:13](F)[CH:12]=[CH:11][C:10]=1[N+:17]([O-:19])=[O:18])[C:2]1[CH:7]=[CH:6][CH:5]=[CH:4][CH:3]=1.[CH3:20][S:21]([C:24]1[N:29]=[CH:28][C:27]([OH:30])=[CH:26][CH:25]=1)(=[O:23])=[O:22].C(=O)([O-])[O-].[K+].[K+], predict the reaction product. The product is: [CH2:1]([O:8][C:9]1[C:14]([F:15])=[C:13]([CH:12]=[CH:11][C:10]=1[N+:17]([O-:19])=[O:18])[O:30][C:27]1[CH:26]=[CH:25][C:24]([S:21]([CH3:20])(=[O:23])=[O:22])=[N:29][CH:28]=1)[C:2]1[CH:7]=[CH:6][CH:5]=[CH:4][CH:3]=1. (5) Given the reactants C(N(CC)CC)C.[C:8]([C:10]1[CH:11]=[CH:12][C:13](=[O:19])[N:14]([CH:16]([CH3:18])[CH3:17])[N:15]=1)#[CH:9].[F:20][C:21]1[CH:26]=[CH:25][C:24](I)=[CH:23][CH:22]=1.O, predict the reaction product. The product is: [F:20][C:21]1[CH:26]=[CH:25][C:24]([C:9]#[C:8][C:10]2[CH:11]=[CH:12][C:13](=[O:19])[N:14]([CH:16]([CH3:17])[CH3:18])[N:15]=2)=[CH:23][CH:22]=1.